Dataset: Drug half-life prediction data from Obach et al.. Task: Regression/Classification. Given a drug SMILES string, predict its absorption, distribution, metabolism, or excretion properties. Task type varies by dataset: regression for continuous measurements (e.g., permeability, clearance, half-life) or binary classification for categorical outcomes (e.g., BBB penetration, CYP inhibition). For this dataset (half_life_obach), we predict log10(half-life) (log10 of half-life in hours). (1) The compound is C#C[C@]1(O)CC[C@H]2[C@@H]3CCc4cc(OS(=O)(=O)O)ccc4[C@H]3CC[C@@]21C. The log10(half-life) is 0.920. (2) The compound is Cc1nnc(SCC2=C(C(=O)O)N3C(=O)[C@@H](NC(=O)Cn4cnnn4)[C@H]3SC2)s1. The log10(half-life) is 0.230. (3) The compound is CNC(=O)c1c(I)c(NC(C)=O)c(I)c(C(=O)O)c1I. The log10(half-life) is 0.110. (4) The molecule is Nc1ccn([C@@H]2O[C@H](CO)[C@@H](O)C2(F)F)c(=O)n1. The log10(half-life) is 0. (5) The log10(half-life) is 0.560. The molecule is C=CC[N+]12CC[C@@]34c5ccccc5N5/C=C6/[C@H]7C[C@H]8[C@@]9(CC[N@@+]8(CC=C)C/C7=C/CO)c7ccccc7N(/C=C(/[C@@H](C[C@@H]31)/C(=C\CO)C2)[C@H]54)[C@@H]69. (6) The molecule is COc1c(N2CCNC(C)C2)c(F)cc2c(=O)c(C(=O)O)cn(C3CC3)c12. The log10(half-life) is 1.00. (7) The compound is CCOc1ccccc1OCC1CNCCO1. The log10(half-life) is 0.610. (8) The compound is CNC1=Nc2ccc(Cl)cc2C(c2ccccc2)=[N+]([O-])C1. The log10(half-life) is 0.920. (9) The compound is O=C1Nc2ccc(Cl)cc2C(c2ccccc2Cl)=NC1O. The log10(half-life) is 1.23. (10) The drug is c1ccc2c(c1)OCC(C1=NCCN1)O2. The log10(half-life) is 0.620.